Task: Regression/Classification. Given a drug SMILES string, predict its absorption, distribution, metabolism, or excretion properties. Task type varies by dataset: regression for continuous measurements (e.g., permeability, clearance, half-life) or binary classification for categorical outcomes (e.g., BBB penetration, CYP inhibition). Dataset: cyp2c9_substrate_carbonmangels.. Dataset: CYP2C9 substrate classification data from Carbon-Mangels et al. (1) The molecule is COc1ccc(C(C)C)cc1CN[C@H]1C2CCN(CC2)[C@H]1C(c1ccccc1)c1ccccc1. The result is 0 (non-substrate). (2) The compound is O=[N+]([O-])c1cncn1CCN1CCOCC1. The result is 0 (non-substrate). (3) The compound is COc1ccnc(C[S@H](=O)c2nc3ccc(OC(F)F)cc3[nH]2)c1OC. The result is 0 (non-substrate). (4) The compound is O=C1CN=C(c2ccccc2)c2cc(Cl)ccc2N1. The result is 0 (non-substrate). (5) The molecule is COC(=O)[C@H](c1ccccc1Cl)N1CCc2sccc2C1. The result is 0 (non-substrate). (6) The molecule is O=C(O)c1cc(/N=N\c2ccc(S(=O)(=O)Nc3ccccn3)cc2)ccc1O. The result is 0 (non-substrate).